From a dataset of Cav3 T-type calcium channel HTS with 100,875 compounds. Binary Classification. Given a drug SMILES string, predict its activity (active/inactive) in a high-throughput screening assay against a specified biological target. (1) The compound is O=C(Nc1c(OCC)cccc1)CCCc1[nH]c2c(c(=O)n1)cccc2. The result is 0 (inactive). (2) The drug is S(=O)(=O)(Nc1c2ncccc2ccc1)C. The result is 0 (inactive). (3) The molecule is s1c(C2NC(=O)N(C(=C2C(OCc2ccccc2)=O)C)CCCC(O)=O)ccc1. The result is 0 (inactive). (4) The drug is Clc1cc(N2CCN(CC2)CC(O)COc2cc3CCCc3cc2)ccc1. The result is 0 (inactive). (5) The drug is N12CC3(NCc4ccc(N(CC)CC)cc4)CN(CN(C3)C1)C2. The result is 0 (inactive). (6) The compound is S(=O)(=O)(N(C1CCCCC1)CC(=O)N1CCN(CC1)c1c(F)cccc1)c1ccc(cc1)C. The result is 1 (active). (7) The drug is Brc1c(n(nc1C)CCC(=O)NNC(=S)NCCCOCC)C. The result is 0 (inactive).